This data is from Catalyst prediction with 721,799 reactions and 888 catalyst types from USPTO. The task is: Predict which catalyst facilitates the given reaction. (1) Reactant: [H-].[Na+].[CH3:3][O:4][C:5]1[CH:10]=[C:9]([O:11][CH3:12])[CH:8]=[CH:7][C:6]=1[C:13]1[C:21]2[C:16](=[C:17]([C:22]([F:25])([F:24])[F:23])[CH:18]=[CH:19][CH:20]=2)[NH:15][N:14]=1.[CH2:26](Br)[CH:27]=[CH2:28]. Product: [CH2:28]([N:14]1[C:13]([C:6]2[CH:7]=[CH:8][C:9]([O:11][CH3:12])=[CH:10][C:5]=2[O:4][CH3:3])=[C:21]2[C:16]([C:17]([C:22]([F:25])([F:24])[F:23])=[CH:18][CH:19]=[CH:20]2)=[N:15]1)[CH:27]=[CH2:26]. The catalyst class is: 3. (2) Reactant: [Br:1][C:2]1[C:3]([F:11])=[C:4]([C:8](O)=[O:9])[CH:5]=[CH:6][CH:7]=1.CN1CCOCC1.CC(COC(Cl)=O)C.[Cl-].[CH3:28][O:29][NH2+:30][CH3:31].C(N(C(C)C)CC)(C)C. Product: [Br:1][C:2]1[C:3]([F:11])=[C:4]([CH:5]=[CH:6][CH:7]=1)[C:8]([N:30]([O:29][CH3:28])[CH3:31])=[O:9]. The catalyst class is: 118. (3) Product: [Br:2][CH2:25][C:17]1[N:18]=[C:19]([CH2:20][C:21]([CH3:24])([CH3:23])[CH3:22])[C:14]([C:7]2[CH:8]=[C:9]([O:12][CH3:13])[CH:10]=[CH:11][C:6]=2[F:5])=[CH:15][CH:16]=1. The catalyst class is: 3. Reactant: P(Br)(Br)[Br:2].[F:5][C:6]1[CH:11]=[CH:10][C:9]([O:12][CH3:13])=[CH:8][C:7]=1[C:14]1[CH:15]=[CH:16][C:17]([CH2:25]O)=[N:18][C:19]=1[CH2:20][C:21]([CH3:24])([CH3:23])[CH3:22].C(=O)([O-])O.[Na+]. (4) Product: [Br:1][C:2]1[C:7](=[O:8])[N:6]([CH2:9][CH2:10][CH2:11][C:12]([OH:14])=[O:13])[N:5]=[CH:4][C:3]=1[NH:17][C@@H:18]1[CH2:23][C@@H:22]2[CH2:24][C@@H:20]([C:21]2([CH3:26])[CH3:25])[C@H:19]1[CH3:27]. Reactant: [Br:1][C:2]1[C:7](=[O:8])[N:6]([CH2:9][CH2:10][CH2:11][C:12]([O:14]CC)=[O:13])[N:5]=[CH:4][C:3]=1[NH:17][C@@H:18]1[CH2:23][C@@H:22]2[CH2:24][C@@H:20]([C:21]2([CH3:26])[CH3:25])[C@H:19]1[CH3:27].[OH-].[Na+].C(OCC)(=O)C. The catalyst class is: 12. (5) Reactant: [CH3:1][CH:2]1[O:7][CH:6]([CH3:8])[CH2:5][N:4]([C:9]2[C:16]([F:17])=[C:15]([F:18])[C:14](B3OC(C)(C)C(C)(C)O3)=[CH:13][C:10]=2[CH:11]=[O:12])[CH2:3]1.C(=O)([O-])[O-].[Na+].[Na+].C(#N)C.O.I[C:39]1[CH:44]=[N:43][CH:42]=[CH:41][N:40]=1. Product: [CH3:8][CH:6]1[O:7][CH:2]([CH3:1])[CH2:3][N:4]([C:9]2[C:16]([F:17])=[C:15]([F:18])[C:14]([C:39]3[CH:44]=[N:43][CH:42]=[CH:41][N:40]=3)=[CH:13][C:10]=2[CH:11]=[O:12])[CH2:5]1. The catalyst class is: 161. (6) Reactant: CC(C)([O-])C.[K+].COP([CH2:13][C:14](=[O:20])[CH2:15][C:16]([CH3:19])([CH3:18])[CH3:17])(=O)OC.[C:21]1(=O)[CH2:28][CH2:27][CH2:26][CH2:25][CH2:24][CH2:23][C:22]1=[O:29]. Product: [CH3:19][C:16]([CH3:17])([CH3:18])[CH2:15][C:14](=[O:20])[CH2:13][C:21]1[C:22](=[O:29])[CH2:23][CH2:24][CH2:25][CH2:26][CH2:27][CH:28]=1. The catalyst class is: 107.